This data is from Forward reaction prediction with 1.9M reactions from USPTO patents (1976-2016). The task is: Predict the product of the given reaction. (1) The product is: [CH2:37]([O:39][C:40]([C:42]1[CH:43]=[N:44][N:45]([C:2]2[N:6]([CH2:7][O:8][CH2:9][CH2:10][O:11][CH3:12])[C:5]3[CH:13]=[C:14]([Cl:25])[C:15]([S:17][C:18]4[CH:19]=[C:20]([CH3:24])[CH:21]=[CH:22][CH:23]=4)=[CH:16][C:4]=3[N:3]=2)[CH:46]=1)=[O:41])[CH3:38]. Given the reactants Cl[C:2]1[N:6]([CH2:7][O:8][CH2:9][CH2:10][O:11][CH3:12])[C:5]2[CH:13]=[C:14]([Cl:25])[C:15]([S:17][C:18]3[CH:19]=[C:20]([CH3:24])[CH:21]=[CH:22][CH:23]=3)=[CH:16][C:4]=2[N:3]=1.CN(C=O)C.C(=O)([O-])[O-].[Cs+].[Cs+].[CH2:37]([O:39][C:40]([C:42]1[CH:43]=[N:44][NH:45][CH:46]=1)=[O:41])[CH3:38], predict the reaction product. (2) Given the reactants [CH3:1][Si:2]([CH3:30])([CH3:29])[CH2:3][CH2:4][O:5][CH2:6][N:7]1[CH:11]=[CH:10][N:9]=[C:8]1[C:12]1[S:16][C:15]([C:17]2[CH:22]=[CH:21][N:20]=[C:19]([NH:23][C:24](=[O:26])[CH3:25])[CH:18]=2)=[N:14][C:13]=1[CH:27]=C.O.I([O-])(=O)(=O)=[O:33].[Na+], predict the reaction product. The product is: [CH:27]([C:13]1[N:14]=[C:15]([C:17]2[CH:22]=[CH:21][N:20]=[C:19]([NH:23][C:24](=[O:26])[CH3:25])[CH:18]=2)[S:16][C:12]=1[C:8]1[N:7]([CH2:6][O:5][CH2:4][CH2:3][Si:2]([CH3:1])([CH3:29])[CH3:30])[CH:11]=[CH:10][N:9]=1)=[O:33]. (3) The product is: [OH:26][C:27]1[CH:32]=[CH:31][C:30]([C:6]2[CH:7]=[CH:8][C:3]([CH:1]=[O:2])=[C:4]([O:17][CH3:18])[CH:5]=2)=[CH:29][CH:28]=1. Given the reactants [CH:1]([C:3]1[CH:8]=[CH:7][C:6](OS(C(F)(F)F)(=O)=O)=[CH:5][C:4]=1[O:17][CH3:18])=[O:2].[Si]([O:26][C:27]1[CH:32]=[CH:31][C:30](B(O)O)=[CH:29][CH:28]=1)(C(C)(C)C)(C)C, predict the reaction product. (4) Given the reactants Cl.[Cl:2][C:3]1[C:8]([Cl:9])=[CH:7][CH:6]=[CH:5][C:4]=1[CH:10]1[CH2:15][CH2:14][N:13](C(OCC2C=CC=CC=2)=O)[CH2:12][CH2:11]1, predict the reaction product. The product is: [Cl:2][C:3]1[C:8]([Cl:9])=[CH:7][CH:6]=[CH:5][C:4]=1[CH:10]1[CH2:15][CH2:14][NH:13][CH2:12][CH2:11]1. (5) Given the reactants [NH:1]([C:3]1[CH:11]=[CH:10][C:6]([C:7]([OH:9])=[O:8])=[CH:5][CH:4]=1)[NH2:2].C(N(C(C)C)CC)(C)C.[C:21](Cl)([C:34]1[CH:39]=[CH:38][CH:37]=[CH:36][CH:35]=1)([C:28]1[CH:33]=[CH:32][CH:31]=[CH:30][CH:29]=1)[C:22]1[CH:27]=[CH:26][CH:25]=[CH:24][CH:23]=1, predict the reaction product. The product is: [C:21]([NH:2][NH:1][C:3]1[CH:4]=[CH:5][C:6]([C:7]([OH:9])=[O:8])=[CH:10][CH:11]=1)([C:22]1[CH:27]=[CH:26][CH:25]=[CH:24][CH:23]=1)([C:34]1[CH:35]=[CH:36][CH:37]=[CH:38][CH:39]=1)[C:28]1[CH:29]=[CH:30][CH:31]=[CH:32][CH:33]=1. (6) Given the reactants [Cl:1][C:2]1[NH:7][C:6]([N:12]2[CH2:17][CH2:16][CH:15]([NH:18][C:19]([C:21]3[NH:22][C:23]([CH3:28])=[C:24]([Cl:27])[C:25]=3[Cl:26])=[O:20])[CH2:14][CH2:13]2)(C(OC)=O)[CH:5]=[CH:4][N:3]=1.[NH2:29]N.C[N:32]([CH:34]=[O:35])C, predict the reaction product. The product is: [Cl:26][C:25]1[C:24]([Cl:27])=[C:23]([CH3:28])[NH:22][C:21]=1[C:19]([NH:18][CH:15]1[CH2:16][CH2:17][N:12]([C:6]2[CH:5]=[C:4]([C:34]([NH:32][NH2:29])=[O:35])[N:3]=[C:2]([Cl:1])[N:7]=2)[CH2:13][CH2:14]1)=[O:20]. (7) Given the reactants [CH3:1][C:2]([C:8]1[CH:13]=[CH:12][CH:11]=[CH:10][CH:9]=1)([CH2:5][CH:6]=[CH2:7])[CH:3]=[O:4].[H-].[Al+3].[Li+].[H-].[H-].[H-], predict the reaction product. The product is: [CH3:1][C:2]([C:8]1[CH:9]=[CH:10][CH:11]=[CH:12][CH:13]=1)([CH2:5][CH:6]=[CH2:7])[CH2:3][OH:4].